This data is from Forward reaction prediction with 1.9M reactions from USPTO patents (1976-2016). The task is: Predict the product of the given reaction. Given the reactants [F:1][C:2]1[CH:3]=[C:4]([CH:7]=[C:8]([F:10])[CH:9]=1)[CH2:5]Br.[CH2:11]([O:13][P:14]([O:18]CC)[O:15][CH2:16][CH3:17])[CH3:12], predict the reaction product. The product is: [F:1][C:2]1[CH:3]=[C:4]([CH:7]=[C:8]([F:10])[CH:9]=1)[CH2:5][P:14](=[O:18])([O:15][CH2:16][CH3:17])[O:13][CH2:11][CH3:12].